Dataset: Peptide-MHC class I binding affinity with 185,985 pairs from IEDB/IMGT. Task: Regression. Given a peptide amino acid sequence and an MHC pseudo amino acid sequence, predict their binding affinity value. This is MHC class I binding data. (1) The peptide sequence is VIRLLIWAY. The MHC is HLA-A02:03 with pseudo-sequence HLA-A02:03. The binding affinity (normalized) is 0. (2) The peptide sequence is VYTNAIQYV. The MHC is HLA-A26:01 with pseudo-sequence HLA-A26:01. The binding affinity (normalized) is 0.213.